From a dataset of Full USPTO retrosynthesis dataset with 1.9M reactions from patents (1976-2016). Predict the reactants needed to synthesize the given product. (1) Given the product [O:27]=[C:15]1[O:14][N:13]=[C:12]([C:8]2[C:7]([NH:6][CH2:5][CH2:4][CH2:3][NH:2][S:28]([NH2:31])(=[O:30])=[O:29])=[N:11][O:10][N:9]=2)[N:16]1[C:17]1[CH:22]=[CH:21][CH:20]=[C:19]([C:23]([F:26])([F:25])[F:24])[CH:18]=1, predict the reactants needed to synthesize it. The reactants are: I.[NH2:2][CH2:3][CH2:4][CH2:5][NH:6][C:7]1[C:8]([C:12]2[N:16]([C:17]3[CH:22]=[CH:21][CH:20]=[C:19]([C:23]([F:26])([F:25])[F:24])[CH:18]=3)[C:15](=[O:27])[O:14][N:13]=2)=[N:9][O:10][N:11]=1.[S:28](N)([NH2:31])(=[O:30])=[O:29]. (2) Given the product [Br:1][C:2]1[N:6]2[CH:7]=[CH:8][NH:9][C:10](=[O:11])[C:5]2=[N:4][CH:3]=1, predict the reactants needed to synthesize it. The reactants are: [Br:1][C:2]1[N:6]2[CH:7]=[CH:8][N:9]=[C:10]([O:11]C)[C:5]2=[N:4][CH:3]=1.C(=O)([O-])O.[Na+]. (3) Given the product [CH2:11]([C:9]1[CH:10]=[C:5]([NH:4][CH2:31][C:30]2[CH:29]=[CH:28][C:27]([S:24]([CH3:23])(=[O:26])=[O:25])=[CH:34][CH:33]=2)[C:6]([C:18]([O:20][CH2:21][CH3:22])=[O:19])=[N:7][CH:8]=1)[C:12]1[CH:17]=[CH:16][CH:15]=[CH:14][CH:13]=1, predict the reactants needed to synthesize it. The reactants are: S(C)C.[NH2:4][C:5]1[C:6]([C:18]([O:20][CH2:21][CH3:22])=[O:19])=[N:7][CH:8]=[C:9]([CH2:11][C:12]2[CH:17]=[CH:16][CH:15]=[CH:14][CH:13]=2)[CH:10]=1.[CH3:23][S:24]([C:27]1[CH:34]=[CH:33][C:30]([CH:31]=O)=[CH:29][CH:28]=1)(=[O:26])=[O:25]. (4) Given the product [CH2:1]([O:8][C:9]1[CH:10]=[C:11]2[C:15](=[CH:16][CH:17]=1)[N:14]([CH3:34])[C:13]([C:18]([N:20]1[CH2:25][CH2:24][N:23]([C:26]([O:28][C:29]([CH3:32])([CH3:31])[CH3:30])=[O:27])[CH2:22][CH2:21]1)=[O:19])=[CH:12]2)[C:2]1[CH:7]=[CH:6][CH:5]=[CH:4][CH:3]=1, predict the reactants needed to synthesize it. The reactants are: [CH2:1]([O:8][C:9]1[CH:10]=[C:11]2[C:15](=[CH:16][CH:17]=1)[NH:14][C:13]([C:18]([N:20]1[CH2:25][CH2:24][N:23]([C:26]([O:28][C:29]([CH3:32])([CH3:31])[CH3:30])=[O:27])[CH2:22][CH2:21]1)=[O:19])=[CH:12]2)[C:2]1[CH:7]=[CH:6][CH:5]=[CH:4][CH:3]=1.N12CCN(CC1)C[CH2:34]2.C(=O)(OC)OC.CN(C=O)C. (5) Given the product [N:1]([C:4]1[CH:5]=[CH:6][C:7]([O:8][CH2:9][CH2:10][CH2:18][N:19]([CH3:31])[CH3:20])=[CH:16][CH:17]=1)=[C:2]=[S:3], predict the reactants needed to synthesize it. The reactants are: [N:1]([C:4]1[CH:17]=[CH:16][C:7]([O:8][CH2:9][CH2:10]N2CCCC2)=[CH:6][CH:5]=1)=[C:2]=[S:3].[CH3:18][N:19]([CH3:31])[CH2:20]CCOC1C=CC(N)=CC=1.